From a dataset of Experimentally validated miRNA-target interactions with 360,000+ pairs, plus equal number of negative samples. Binary Classification. Given a miRNA mature sequence and a target amino acid sequence, predict their likelihood of interaction. (1) The miRNA is hsa-miR-4472 with sequence GGUGGGGGGUGUUGUUUU. The protein sequence of the target gene is MQNSHMDEYRNSSNGSTGNSSEVVVEHPTDFSTEIMNVTEMEQSPDDSPNVNASTEETEMASAVDLPVTLTETEANFPPEYEKFWKTVENNPQDFTGWVYLLQYVEQENHLMAARKAFDRFFIHYPYCYGYWKKYADLEKRHDNIKPSDEVYRRGLQAIPLSVDLWIHYINFLKETLDPGDPETNNTIRGTFEHAVLAAGTDFRSDRLWEMYINWENEQGNLREVTAIYDRILGIPTQLYSHHFQRFKEHVQNNLPRDLLTGEQFIQLRRELASVNGHSGDDGPPGDDLPSGIEDITDPA.... Result: 0 (no interaction). (2) The miRNA is hsa-miR-3185 with sequence AGAAGAAGGCGGUCGGUCUGCGG. The protein sequence of the target gene is MAKINTQYSHPSRTHLKVKTSDRDLNRAENGLSRAHSSSEETSSVLQPGIAMETRGLADSGQGSFTGQGIARLSRLIFLLRRWAARHVHHQDQGPDSFPDRFRGAELKEVSSQESNAQANVGSQEPADRGRSAWPLAKCNTNTSNNTEEEKKTKKKDAIVVDPSSNLYYRWLTAIALPVFYNWYLLICRACFDELQSEYLMLWLVLDYSADVLYVLDVLVRARTGFLEQGLMVSDTNRLWQHYKTTTQFKLDVLSLVPTDLAYLKVGTNYPEVRFNRLLKFSRLFEFFDRTETRTNYPNM.... Result: 1 (interaction).